From a dataset of Catalyst prediction with 721,799 reactions and 888 catalyst types from USPTO. Predict which catalyst facilitates the given reaction. Reactant: [Cl:1][C:2]1[CH:14]=[C:13](/[CH:15]=[CH:16]/[CH3:17])[CH:12]=[CH:11][C:3]=1[C:4]([N:6]([CH2:9][CH3:10])[CH2:7][CH3:8])=[O:5].[H][H]. Product: [Cl:1][C:2]1[CH:14]=[C:13]([CH2:15][CH2:16][CH3:17])[CH:12]=[CH:11][C:3]=1[C:4]([N:6]([CH2:7][CH3:8])[CH2:9][CH3:10])=[O:5]. The catalyst class is: 29.